This data is from Full USPTO retrosynthesis dataset with 1.9M reactions from patents (1976-2016). The task is: Predict the reactants needed to synthesize the given product. (1) Given the product [Cl:1][C:2]1[C:7]([C:8]([F:11])([F:10])[F:9])=[CH:6][CH:5]=[C:4]([C:30]2[CH:31]=[CH:32][C:27]([CH2:25][CH3:26])=[CH:28][CH:29]=2)[N:3]=1, predict the reactants needed to synthesize it. The reactants are: [Cl:1][C:2]1[C:7]([C:8]([F:11])([F:10])[F:9])=[CH:6][CH:5]=[C:4](Cl)[N:3]=1.O1CCOCC1.C(=O)([O-])[O-].[Na+].[Na+].[CH2:25]([C:27]1[CH:32]=[CH:31][C:30](B(O)O)=[CH:29][CH:28]=1)[CH3:26]. (2) Given the product [OH:20][C:15]1[CH:16]=[CH:17][CH:18]=[CH:19][C:14]=1[C:12]1[O:11][N:10]=[C:9]([CH2:8][CH2:7][CH2:6][CH2:5][C:29]([OH:24])=[O:2])[CH:13]=1, predict the reactants needed to synthesize it. The reactants are: [Li+].[OH-:2].CO[C:5](=O)[CH2:6][CH2:7][CH2:8][C:9]1[CH:13]=[C:12]([C:14]2[CH:19]=[CH:18][CH:17]=[CH:16][C:15]=2[O:20]C)[O:11][N:10]=1.Cl.[O:24]1[CH2:29]COCC1. (3) Given the product [CH:1]1[C:10]2[C:5](=[CH:6][CH:7]=[CH:8][CH:9]=2)[CH:4]=[CH:3][C:2]=1[S:11]([C:14]1([CH2:17][CH2:18][C:19]([OH:21])=[O:20])[CH2:16][CH2:15]1)(=[O:13])=[O:12], predict the reactants needed to synthesize it. The reactants are: [CH:1]1[C:10]2[C:5](=[CH:6][CH:7]=[CH:8][CH:9]=2)[CH:4]=[CH:3][C:2]=1[S:11]([C:14]1([CH2:17][CH2:18][C:19]([O:21]C)=[O:20])[CH2:16][CH2:15]1)(=[O:13])=[O:12]. (4) Given the product [CH3:12][S:13]/[C:14](/[NH:11][C:1]1[C:10]2[C:5](=[CH:6][CH:7]=[CH:8][CH:9]=2)[CH:4]=[CH:3][CH:2]=1)=[CH:15]\[N+:16]([O-:18])=[O:17], predict the reactants needed to synthesize it. The reactants are: [C:1]1([NH2:11])[C:10]2[C:5](=[CH:6][CH:7]=[CH:8][CH:9]=2)[CH:4]=[CH:3][CH:2]=1.[CH3:12][S:13][C:14](SC)=[CH:15][N+:16]([O-:18])=[O:17]. (5) Given the product [F:25][C:10]1[CH:9]=[C:8]([O:11][CH2:12][C:13]2[CH:22]=[CH:21][C:20]3[C:15](=[CH:16][CH:17]=[CH:18][CH:19]=3)[N:14]=2)[CH:7]=[CH:6][C:5]=1[C:4]([N:3]([O:2][CH3:1])[CH3:24])=[O:23], predict the reactants needed to synthesize it. The reactants are: [CH3:1][O:2][N:3]([CH3:24])[C:4](=[O:23])[C:5]1[CH:10]=[CH:9][C:8]([O:11][CH2:12][C:13]2[CH:22]=[CH:21][C:20]3[C:15](=[CH:16][CH:17]=[CH:18][CH:19]=3)[N:14]=2)=[CH:7][CH:6]=1.[F:25]C1C=C(OCC2C=CC3C(=CC=CC=3)N=2)C=CC=1C(O)=O. (6) Given the product [C:12]12([CH2:22][C:23]([NH:1][N:2]3[C:7](=[O:8])[C:6]4[S:9][CH:10]=[CH:11][C:5]=4[N:4]=[CH:3]3)=[O:24])[CH2:19][CH:18]3[CH2:17][CH:16]([CH2:15][CH:14]([CH2:20]3)[CH2:13]1)[CH2:21]2, predict the reactants needed to synthesize it. The reactants are: [NH2:1][N:2]1[C:7](=[O:8])[C:6]2[S:9][CH:10]=[CH:11][C:5]=2[N:4]=[CH:3]1.[C:12]12([CH2:22][C:23](Cl)=[O:24])[CH2:21][CH:16]3[CH2:17][CH:18]([CH2:20][CH:14]([CH2:15]3)[CH2:13]1)[CH2:19]2.N.